Task: Regression. Given two drug SMILES strings and cell line genomic features, predict the synergy score measuring deviation from expected non-interaction effect.. Dataset: NCI-60 drug combinations with 297,098 pairs across 59 cell lines Drug 1: CCCCCOC(=O)NC1=NC(=O)N(C=C1F)C2C(C(C(O2)C)O)O. Drug 2: C(CC(=O)O)C(=O)CN.Cl. Cell line: SF-295. Synergy scores: CSS=9.38, Synergy_ZIP=-1.60, Synergy_Bliss=2.79, Synergy_Loewe=-0.577, Synergy_HSA=-0.412.